The task is: Predict the reaction yield, written as a fraction of the theoretical maximum amount of product (1.0 means a 100% yield; for example, 0.34 means a 34% yield).. This data is from Reaction yield outcomes from USPTO patents with 853,638 reactions. (1) The reactants are [C:1]1([CH3:20])[CH:6]=[CH:5][C:4]([C:7]2[O:8][C:9]3[C:15]([C:16]([O:18][CH3:19])=[O:17])=[CH:14][CH:13]=[CH:12][C:10]=3[N:11]=2)=[CH:3][CH:2]=1.C1C(=O)N([Br:28])C(=O)C1. The catalyst is C(Cl)(Cl)(Cl)Cl. The product is [Br:28][CH2:20][C:1]1[CH:2]=[CH:3][C:4]([C:7]2[O:8][C:9]3[C:15]([C:16]([O:18][CH3:19])=[O:17])=[CH:14][CH:13]=[CH:12][C:10]=3[N:11]=2)=[CH:5][CH:6]=1. The yield is 0.770. (2) The catalyst is ClCCl. The yield is 0.690. The product is [NH:1]1[C:9]2[CH2:8][CH2:7][N:6]([C:11]([N:13]3[CH2:14][C@@H:15]4[CH2:20][N:19]([C:21]([O:23][CH2:24][C:25]5[CH:30]=[C:29]([Cl:31])[CH:28]=[C:27]([Cl:32])[CH:26]=5)=[O:22])[CH2:18][C@@H:16]4[CH2:17]3)=[O:12])[CH2:5][C:4]=2[N:3]=[N:2]1. The reactants are [NH:1]1[C:9]2[CH2:8][CH2:7][NH:6][CH2:5][C:4]=2[N:3]=[N:2]1.Cl[C:11]([N:13]1[CH2:17][C@H:16]2[CH2:18][N:19]([C:21]([O:23][CH2:24][C:25]3[CH:30]=[C:29]([Cl:31])[CH:28]=[C:27]([Cl:32])[CH:26]=3)=[O:22])[CH2:20][C@H:15]2[CH2:14]1)=[O:12].CN(C)C=O. (3) The reactants are [NH2:1][C@@H:2]1[C:8](=[O:9])[N:7]([CH:10]([CH3:12])[CH3:11])[C:6]2[CH:13]=[CH:14][CH:15]=[CH:16][C:5]=2[O:4][C@@H:3]1[C:17]1[CH:22]=[CH:21][CH:20]=[CH:19][CH:18]=1.[F:23][C:24]1[CH:25]=[C:26]([CH2:31][C:32]([NH:34][C@H:35]([C:37](O)=[O:38])[CH3:36])=[O:33])[CH:27]=[C:28]([F:30])[CH:29]=1.C1C=CC2N(O)N=NC=2C=1.CN1CCOCC1.CCN=C=NCCCN(C)C.Cl. The catalyst is ClCCl. The product is [F:23][C:24]1[CH:25]=[C:26]([CH2:31][C:32]([NH:34][C@H:35]([C:37]([NH:1][C@@H:2]2[C:8](=[O:9])[N:7]([CH:10]([CH3:12])[CH3:11])[C:6]3[CH:13]=[CH:14][CH:15]=[CH:16][C:5]=3[O:4][C@@H:3]2[C:17]2[CH:22]=[CH:21][CH:20]=[CH:19][CH:18]=2)=[O:38])[CH3:36])=[O:33])[CH:27]=[C:28]([F:30])[CH:29]=1. The yield is 0.620. (4) The reactants are [OH:1][C:2]1[CH:3]=[CH:4][C:5]2[C:9]([O:10][C:11]3[CH:12]=[CH:13][C:14](/[CH:17]=[CH:18]/[C:19]([O:21]C)=[O:20])=[N:15][CH:16]=3)=[C:8]([C:23]3[CH:28]=[CH:27][C:26]([OH:29])=[CH:25][CH:24]=3)[S:7][C:6]=2[CH:30]=1.[OH-].[Li+]. The catalyst is C1COCC1.O. The product is [OH:1][C:2]1[CH:3]=[CH:4][C:5]2[C:9]([O:10][C:11]3[CH:12]=[CH:13][C:14](/[CH:17]=[CH:18]/[C:19]([OH:21])=[O:20])=[N:15][CH:16]=3)=[C:8]([C:23]3[CH:24]=[CH:25][C:26]([OH:29])=[CH:27][CH:28]=3)[S:7][C:6]=2[CH:30]=1. The yield is 0.0900. (5) The reactants are [N+:1]([C:4]1[CH:15]=[CH:14][C:7]([CH2:8][NH:9][S:10]([CH3:13])(=[O:12])=[O:11])=[CH:6][CH:5]=1)([O-])=O. The catalyst is CO.O1CCCC1.[Pd]. The product is [NH2:1][C:4]1[CH:15]=[CH:14][C:7]([CH2:8][NH:9][S:10]([CH3:13])(=[O:12])=[O:11])=[CH:6][CH:5]=1. The yield is 0.460. (6) The reactants are Cl.[CH2:2]([N:9]1[CH2:14][CH2:13][C@@H:12]([CH3:15])[C@H:11]([NH:16]P(=O)(OCC)OCC)[CH2:10]1)[C:3]1[CH:8]=[CH:7][CH:6]=[CH:5][CH:4]=1.[CH3:25][C:26]([O:29][C:30](O[C:30]([O:29][C:26]([CH3:28])([CH3:27])[CH3:25])=[O:31])=[O:31])([CH3:28])[CH3:27].C(OCC)(=O)C. The catalyst is O1CCOCC1.C1COCC1.[OH-].[Na+]. The product is [CH2:2]([N:9]1[CH2:14][CH2:13][C@@H:12]([CH3:15])[C@H:11]([NH:16][C:30](=[O:31])[O:29][C:26]([CH3:28])([CH3:27])[CH3:25])[CH2:10]1)[C:3]1[CH:4]=[CH:5][CH:6]=[CH:7][CH:8]=1. The yield is 0.840.